From a dataset of Reaction yield outcomes from USPTO patents with 853,638 reactions. Predict the reaction yield, written as a fraction of the theoretical maximum amount of product (1.0 means a 100% yield; for example, 0.34 means a 34% yield). (1) The reactants are [NH2:1][C:2]1[CH:3]=[N:4][N:5]([CH3:21])[C:6]=1[N:7]1[CH2:11][CH2:10][C@@H:9]([CH2:12][NH:13]C(=O)OC(C)(C)C)[CH2:8]1.[NH2:22][C:23]1[C:24]([C:30]([OH:32])=O)=[N:25][C:26](Br)=[CH:27][CH:28]=1.[F:33][C:34]1[CH:39]=[CH:38][CH:37]=[CH:36][C:35]=1B(O)O. No catalyst specified. The product is [NH2:22][C:23]1[C:24]([C:30]([NH:1][C:2]2[CH:3]=[N:4][N:5]([CH3:21])[C:6]=2[N:7]2[CH2:11][CH2:10][C@@H:9]([CH2:12][NH2:13])[CH2:8]2)=[O:32])=[N:25][C:26]([C:35]2[CH:36]=[CH:37][CH:38]=[CH:39][C:34]=2[F:33])=[CH:27][CH:28]=1. The yield is 0.480. (2) The product is [CH3:32][N:31]([CH3:33])/[C:29](/[CH3:30])=[CH:2]/[C:1]([C:4]1[S:8][C:7]([N:9]2[CH2:13][CH2:12][N:11]([CH2:14][C:15]3[CH:20]=[CH:19][C:18]([C:21]([F:22])([F:24])[F:23])=[CH:17][CH:16]=3)[C:10]2=[O:25])=[N:6][C:5]=1[CH3:26])=[O:3]. The reactants are [C:1]([C:4]1[S:8][C:7]([N:9]2[CH2:13][CH2:12][N:11]([CH2:14][C:15]3[CH:20]=[CH:19][C:18]([C:21]([F:24])([F:23])[F:22])=[CH:17][CH:16]=3)[C:10]2=[O:25])=[N:6][C:5]=1[CH3:26])(=[O:3])[CH3:2].CO[C:29](OC)([N:31]([CH3:33])[CH3:32])[CH3:30]. The yield is 0.900. The catalyst is CN(C)C(=O)C. (3) The reactants are [F:1][C:2]([F:7])([F:6])[C:3]([OH:5])=[O:4].[C:8]1([C:14]2[CH:19]=[C:18]([CH:20]3[CH2:25][CH2:24][NH:23][CH2:22][CH2:21]3)[CH:17]=[CH:16][C:15]=2[NH:26][C:27]([C:29]2[NH:30][CH:31]=[C:32]([C:34]#[N:35])[N:33]=2)=[O:28])[CH2:13][CH2:12][CH2:11][CH2:10][CH:9]=1.CCN(CC)CC.Br[CH2:44][C:45]([NH2:47])=[O:46]. The catalyst is C(Cl)Cl. The product is [F:1][C:2]([F:7])([F:6])[C:3]([OH:5])=[O:4].[C:45]([CH2:44][N:23]1[CH2:22][CH2:21][CH:20]([C:18]2[CH:17]=[CH:16][C:15]([NH:26][C:27]([C:29]3[NH:30][CH:31]=[C:32]([C:34]#[N:35])[N:33]=3)=[O:28])=[C:14]([C:8]3[CH2:13][CH2:12][CH2:11][CH2:10][CH:9]=3)[CH:19]=2)[CH2:25][CH2:24]1)(=[O:46])[NH2:47]. The yield is 0.750. (4) The reactants are C([O:4][C@H:5]([C@:16]12[CH2:51][C:50](=[O:52])[C:49]([CH:53]([CH3:55])[CH3:54])=[C:17]1[C@@H:18]1[C@@:31]([CH3:34])([CH2:32][CH2:33]2)[C@@:30]2([CH3:35])[C@@H:21]([C@:22]3([CH3:48])[C@@H:27]([CH2:28][CH2:29]2)[C:26]([CH3:37])([CH3:36])[C@@H:25]([O:38][C:39](=[O:47])[CH2:40][C:41]([CH3:46])([CH3:45])[C:42]([OH:44])=[O:43])[CH2:24][CH2:23]3)[CH2:20][CH2:19]1)[CH2:6][NH:7][CH2:8][C:9]1[CH:14]=[CH:13][C:12]([Cl:15])=[CH:11][CH:10]=1)(=O)C.[C:56]([O-:59])([O-])=O.[Na+].[Na+].[CH3:62]O. No catalyst specified. The product is [Cl:15][C:12]1[CH:11]=[CH:10][C:9]([CH2:8][N:7]([CH2:6][C@@H:5]([C@:16]23[CH2:51][C:50](=[O:52])[C:49]([CH:53]([CH3:54])[CH3:55])=[C:17]2[C@@H:18]2[C@@:31]([CH3:34])([CH2:32][CH2:33]3)[C@@:30]3([CH3:35])[C@@H:21]([C@:22]4([CH3:48])[C@@H:27]([CH2:28][CH2:29]3)[C:26]([CH3:36])([CH3:37])[C@@H:25]([O:38][C:39](=[O:47])[CH2:40][C:41]([CH3:46])([CH3:45])[C:42]([OH:44])=[O:43])[CH2:24][CH2:23]4)[CH2:20][CH2:19]2)[OH:4])[C:56](=[O:59])[CH3:62])=[CH:14][CH:13]=1. The yield is 0.300. (5) The reactants are [O:1]=[C:2]1[C:10]2[C:5](=[C:6]([C:11]3[CH:16]=[CH:15][C:14]([NH:17][C:18]([NH2:20])=[S:19])=[CH:13][CH:12]=3)[CH:7]=[CH:8][CH:9]=2)[CH2:4][NH:3]1.Br[CH2:22][C:23]([C:25]1[CH:30]=[CH:29][C:28]([O:31][CH3:32])=[CH:27][CH:26]=1)=O. The catalyst is C(O)C. The product is [CH3:32][O:31][C:28]1[CH:29]=[CH:30][C:25]([C:23]2[N:20]=[C:18]([NH:17][C:14]3[CH:13]=[CH:12][C:11]([C:6]4[CH:7]=[CH:8][CH:9]=[C:10]5[C:5]=4[CH2:4][NH:3][C:2]5=[O:1])=[CH:16][CH:15]=3)[S:19][CH:22]=2)=[CH:26][CH:27]=1. The yield is 0.900. (6) The product is [OH:10][CH2:9][CH2:8][CH2:7][C:37]1[C:38]2[C:42](=[C:34]3[C:32]4=[CH:31][N:28]([CH3:46])[C:26](=[O:27])[C:25]4=[C:18]4[C:17]([NH:16][C:24]5[CH:23]=[CH:1][C:2](=[O:5])[CH2:3][C:19]=54)=[C:35]3[CH:36]=1)[N:41]=[CH:40][CH:39]=2. The reactants are [CH3:1][C:2]([O-:5])(C)[CH3:3].[K+].[CH2:7]1C[O:10][CH2:9][CH2:8]1.OCCC[N:16]1[C:24]2[C:19](=CC=C[CH:23]=2)[C:18]([CH2:25][C:26]([NH2:28])=[O:27])=[CH:17]1.CO[C:31](=O)[C:32]([C:34]1[CH:35]=[CH:36][CH:37]=[C:38]2[C:42]=1[N:41](C)[CH:40]=[CH:39]2)=O.Cl.[CH3:46]N(C=O)C. The catalyst is CCOC(C)=O. The yield is 0.660. (7) The reactants are [Br-:1].[Br-].[Br-].C([N+](C)(C)C)C1C=CC=CC=1.C([N+](C)(C)C)C1C=CC=CC=1.C([N+](C)(C)C)C1C=CC=CC=1.[CH3:37][C:38]1[CH:39]=[C:40]([NH:45][C:46](=[O:48])[CH3:47])[CH:41]=[C:42]([CH3:44])[CH:43]=1. The catalyst is C(Cl)Cl.CO. The product is [Br:1][C:43]1[C:42]([CH3:44])=[CH:41][C:40]([NH:45][C:46](=[O:48])[CH3:47])=[CH:39][C:38]=1[CH3:37]. The yield is 0.900. (8) The reactants are [F:1][C:2]1[CH:19]=[CH:18][CH:17]=[CH:16][C:3]=1[CH2:4][O:5][C:6]1[CH:11]=[CH:10][C:9]([N+:12]([O-:14])=[O:13])=[CH:8][C:7]=1I.[CH3:20][Si:21]([C:24]#[CH:25])([CH3:23])[CH3:22].C(N(CC)CC)C. The catalyst is C(#N)C.[Cu]I. The product is [F:1][C:2]1[CH:19]=[CH:18][CH:17]=[CH:16][C:3]=1[CH2:4][O:5][C:6]1[CH:11]=[CH:10][C:9]([N+:12]([O-:14])=[O:13])=[CH:8][C:7]=1[C:25]#[C:24][Si:21]([CH3:23])([CH3:22])[CH3:20]. The yield is 0.730. (9) The reactants are Cl.[CH3:2][C:3]1[CH:4]=[C:5]([S:9]([NH:12][C:13]2[C:14](=[O:28])[N:15]([CH2:20][C:21]([O:23]C(C)(C)C)=[O:22])[C:16]([CH3:19])=[CH:17][CH:18]=2)(=[O:11])=[O:10])[CH:6]=[CH:7][CH:8]=1. The catalyst is C(OCC)(=O)C. The product is [CH3:2][C:3]1[CH:4]=[C:5]([S:9]([NH:12][C:13]2[C:14](=[O:28])[N:15]([CH2:20][C:21]([OH:23])=[O:22])[C:16]([CH3:19])=[CH:17][CH:18]=2)(=[O:11])=[O:10])[CH:6]=[CH:7][CH:8]=1. The yield is 0.800.